From a dataset of Catalyst prediction with 721,799 reactions and 888 catalyst types from USPTO. Predict which catalyst facilitates the given reaction. (1) Reactant: Br[C:2]1[CH:11]=[CH:10][C:5]2[C:6](=[O:9])[O:7][CH2:8][C:4]=2[C:3]=1[F:12].[CH2:13]([Sn](CCCC)(CCCC)CCCC)[CH:14]=[CH2:15].[Cl-].[Li+]. Product: [CH2:15]([C:2]1[CH:11]=[CH:10][C:5]2[C:6](=[O:9])[O:7][CH2:8][C:4]=2[C:3]=1[F:12])[CH:14]=[CH2:13]. The catalyst class is: 206. (2) Reactant: [Br:1][C:2]1[N:3]=[CH:4][C:5]([OH:8])=[N:6][CH:7]=1.CS(O[CH:14]1[CH2:19][CH2:18][N:17]([C:20]([O:22][C:23]([CH3:26])([CH3:25])[CH3:24])=[O:21])[CH2:16][CH2:15]1)(=O)=O.C1OCCOCCOCCOCCOCCOC1.C([O-])([O-])=O.[K+].[K+]. Product: [Br:1][C:2]1[N:3]=[CH:4][C:5]([O:8][CH:14]2[CH2:19][CH2:18][N:17]([C:20]([O:22][C:23]([CH3:26])([CH3:25])[CH3:24])=[O:21])[CH2:16][CH2:15]2)=[N:6][CH:7]=1. The catalyst class is: 131.